This data is from Reaction yield outcomes from USPTO patents with 853,638 reactions. The task is: Predict the reaction yield, written as a fraction of the theoretical maximum amount of product (1.0 means a 100% yield; for example, 0.34 means a 34% yield). The reactants are [OH:1][C@H:2]([CH:6]([CH3:8])[CH3:7])[C:3]([OH:5])=[O:4].[CH3:9]O. The catalyst is CCCCCC. The product is [OH:1][C@H:2]([CH:6]([CH3:8])[CH3:7])[C:3]([O:5][CH3:9])=[O:4]. The yield is 0.300.